Task: Predict the product of the given reaction.. Dataset: Forward reaction prediction with 1.9M reactions from USPTO patents (1976-2016) (1) Given the reactants [CH3:1][O:2][C:3]1[CH:4]=[C:5]([N:12]2[CH2:17][CH2:16][N:15]([CH:18]3[CH2:23][CH2:22][N:21](C(OC(C)(C)C)=O)[CH2:20][CH2:19]3)[CH2:14][CH2:13]2)[CH:6]=[CH:7][C:8]=1[N+:9]([O-:11])=[O:10].C(O)(C(F)(F)F)=O, predict the reaction product. The product is: [CH3:1][O:2][C:3]1[CH:4]=[C:5]([N:12]2[CH2:13][CH2:14][N:15]([CH:18]3[CH2:23][CH2:22][NH:21][CH2:20][CH2:19]3)[CH2:16][CH2:17]2)[CH:6]=[CH:7][C:8]=1[N+:9]([O-:11])=[O:10]. (2) Given the reactants [NH2:1][C:2]1[CH:3]=[C:4]2[C:8](=[CH:9][CH:10]=1)[N:7]([C@H:11]([CH3:28])[C@:12]([C:20]1[CH:25]=[CH:24][C:23]([F:26])=[CH:22][C:21]=1[F:27])([OH:19])[CH2:13][N:14]1[CH:18]=[N:17][CH:16]=[N:15]1)[N:6]=[CH:5]2.O=[C:30]1[CH2:35][CH2:34][N:33]([C:36]([O:38][C:39]([CH3:42])([CH3:41])[CH3:40])=[O:37])[CH2:32][CH2:31]1.C([BH3-])#N.[Na+], predict the reaction product. The product is: [F:27][C:21]1[CH:22]=[C:23]([F:26])[CH:24]=[CH:25][C:20]=1[C@@:12]([OH:19])([CH2:13][N:14]1[CH:18]=[N:17][CH:16]=[N:15]1)[C@H:11]([N:7]1[C:8]2[C:4](=[CH:3][C:2]([NH:1][CH:30]3[CH2:35][CH2:34][N:33]([C:36]([O:38][C:39]([CH3:42])([CH3:41])[CH3:40])=[O:37])[CH2:32][CH2:31]3)=[CH:10][CH:9]=2)[CH:5]=[N:6]1)[CH3:28]. (3) Given the reactants [F:1][C:2]([F:22])([F:21])[CH:3]([C:5]12[CH2:12][CH2:11][C:8]([NH:13][C:14](=[O:20])[O:15][C:16]([CH3:19])([CH3:18])[CH3:17])([CH2:9][CH2:10]1)[CH2:7][O:6]2)[OH:4].CC(OI1(OC(C)=O)(OC(C)=O)OC(=O)C2C=CC=CC1=2)=O, predict the reaction product. The product is: [F:22][C:2]([F:1])([F:21])[C:3]([C:5]12[CH2:10][CH2:9][C:8]([NH:13][C:14](=[O:20])[O:15][C:16]([CH3:19])([CH3:17])[CH3:18])([CH2:11][CH2:12]1)[CH2:7][O:6]2)=[O:4].